Dataset: CYP2C9 inhibition data for predicting drug metabolism from PubChem BioAssay. Task: Regression/Classification. Given a drug SMILES string, predict its absorption, distribution, metabolism, or excretion properties. Task type varies by dataset: regression for continuous measurements (e.g., permeability, clearance, half-life) or binary classification for categorical outcomes (e.g., BBB penetration, CYP inhibition). Dataset: cyp2c9_veith. (1) The drug is COc1cccc(OC)c1OCCNC[C@@H]1CSc2ccccc2O1. The result is 0 (non-inhibitor). (2) The compound is COc1ccc(CC(=O)Nc2ccc(-c3noc(-c4cccc(OC)c4)n3)cc2)cc1. The result is 0 (non-inhibitor). (3) The molecule is O=S(=O)(c1cccs1)N1CN(Cc2ccc(Cl)cc2)c2nc3ccccc3nc21. The result is 1 (inhibitor). (4) The molecule is O=C1C(=O)N(c2cccc(Cl)c2)C(c2ccccc2[N+](=O)[O-])/C1=C(\O)c1ccccc1. The result is 1 (inhibitor). (5) The molecule is CC(CO)Nc1nc(SCc2ccccc2)nc2sc3c(c12)CCC3. The result is 1 (inhibitor). (6) The result is 1 (inhibitor). The molecule is CCCCCC1=C2CNC(Cc3ccccc3)(C(=O)OC)C=C2C(C)C1=O. (7) The drug is CN(C)[C@H]1C(=O)C(C(=O)NCN2CCCC2)=C(O)[C@]2(O)C(=O)C3=C(O)c4c(O)cccc4[C@](C)(O)[C@H]3C[C@H]12. The result is 0 (non-inhibitor). (8) The compound is Fc1ccc(NC(=S)NCCc2ccccc2)c(F)c1F. The result is 1 (inhibitor).